From a dataset of Forward reaction prediction with 1.9M reactions from USPTO patents (1976-2016). Predict the product of the given reaction. (1) Given the reactants [OH:1][C:2]1[C:9]([OH:10])=[CH:8][CH:7]=[CH:6][C:3]=1[CH:4]=O.CC1(C)O[C:17](=[O:18])[CH2:16][C:14](=[O:15])[O:13]1, predict the reaction product. The product is: [OH:10][C:9]1[CH:8]=[CH:7][CH:6]=[C:3]2[C:2]=1[O:1][C:17](=[O:18])[C:16]([C:14]([OH:15])=[O:13])=[CH:4]2. (2) Given the reactants [CH3:1][S:2]([C:5]1[CH:6]=[C:7]([CH:11]=[CH:12][CH:13]=1)[C:8]([OH:10])=[O:9])(=[O:4])=[O:3].[CH3:14]O, predict the reaction product. The product is: [CH3:1][S:2]([C:5]1[CH:6]=[C:7]([CH:11]=[CH:12][CH:13]=1)[C:8]([O:10][CH3:14])=[O:9])(=[O:3])=[O:4].